From a dataset of Forward reaction prediction with 1.9M reactions from USPTO patents (1976-2016). Predict the product of the given reaction. (1) Given the reactants [CH2:1]([NH:3][C:4](=[O:8])[NH:5][CH2:6][CH3:7])[CH3:2].[C:9](CC(O)=O)#[N:10].C(O[C:19](=[O:21])[CH3:20])(=O)C, predict the reaction product. The product is: [NH2:10][C:9]1[N:5]([CH2:6][CH3:7])[C:4](=[O:8])[N:3]([CH2:1][CH3:2])[C:19](=[O:21])[CH:20]=1. (2) Given the reactants [Br:1][C:2]1[CH:3]=[C:4]2[C:9](=[CH:10][CH:11]=1)[CH:8]=[C:7](O)[CH:6]=[CH:5]2.C(N(CC)CC)C.[F:20][C:21]([F:34])([F:33])[S:22](O[S:22]([C:21]([F:34])([F:33])[F:20])(=[O:24])=[O:23])(=[O:24])=[O:23].O, predict the reaction product. The product is: [Br:1][C:2]1[CH:11]=[CH:10][C:9]2[C:4](=[CH:5][CH:6]=[C:7]([S:22]([C:21]([F:34])([F:33])[F:20])(=[O:24])=[O:23])[CH:8]=2)[CH:3]=1. (3) Given the reactants [NH2:1][C:2]1[CH:21]=[CH:20][C:5]([CH2:6][CH:7]2[CH2:12][CH2:11][N:10]([C:13]([O:15][C:16]([CH3:19])([CH3:18])[CH3:17])=[O:14])[CH2:9][CH2:8]2)=[CH:4][C:3]=1[F:22].Cl[C:24](OC1C=CC([N+]([O-])=O)=CC=1)=[O:25].[CH3:36][C:37]([NH2:41])([CH3:40])[CH2:38][NH2:39].C(N(CC)CC)C, predict the reaction product. The product is: [NH2:41][C:37]([CH3:40])([CH3:36])[CH2:38][NH:39][C:24](=[O:25])[NH:1][C:2]1[CH:21]=[CH:20][C:5]([CH2:6][CH:7]2[CH2:8][CH2:9][N:10]([C:13]([O:15][C:16]([CH3:19])([CH3:17])[CH3:18])=[O:14])[CH2:11][CH2:12]2)=[CH:4][C:3]=1[F:22]. (4) Given the reactants [O:1]1[C:6]2[CH:7]=[CH:8][C:9]([CH2:11][NH:12][C:13]3[CH:14]=[C:15]([CH:18]=[C:19]([F:21])[CH:20]=3)[C:16]#[N:17])=[CH:10][C:5]=2[O:4][CH2:3][CH2:2]1.[C:22](Cl)(=[O:27])[CH2:23][CH2:24][CH2:25][CH3:26], predict the reaction product. The product is: [C:16]([C:15]1[CH:14]=[C:13]([N:12]([CH2:11][C:9]2[CH:8]=[CH:7][C:6]3[O:1][CH2:2][CH2:3][O:4][C:5]=3[CH:10]=2)[C:22](=[O:27])[CH2:23][CH2:24][CH2:25][CH3:26])[CH:20]=[C:19]([F:21])[CH:18]=1)#[N:17].